This data is from Full USPTO retrosynthesis dataset with 1.9M reactions from patents (1976-2016). The task is: Predict the reactants needed to synthesize the given product. Given the product [CH3:54][O:55][C:56]([C:57]1[CH:62]=[CH:61][CH:60]=[CH:59][C:58]=1[NH:7][C:5]1[N:4]([C:8]2[CH:13]=[CH:12][CH:11]=[CH:10][C:9]=2[CH3:14])[N:3]=[C:2]([CH3:1])[CH:6]=1)=[O:64], predict the reactants needed to synthesize it. The reactants are: [CH3:1][C:2]1[CH:6]=[C:5]([NH2:7])[N:4]([C:8]2[CH:13]=[CH:12][CH:11]=[CH:10][C:9]=2[CH3:14])[N:3]=1.C1(P(C2C=CC=CC=2)C2C=CC=CC=2OC2C=CC=CC=2P(C2C=CC=CC=2)C2C=CC=CC=2)C=CC=CC=1.[CH3:54][O:55][C:56](=[O:64])[C:57]1[CH:62]=[CH:61][CH:60]=[CH:59][C:58]=1Br.C(=O)([O-])[O-].[Cs+].[Cs+].